From a dataset of Reaction yield outcomes from USPTO patents with 853,638 reactions. Predict the reaction yield, written as a fraction of the theoretical maximum amount of product (1.0 means a 100% yield; for example, 0.34 means a 34% yield). (1) The reactants are Br[C:2]1[CH:7]=[CH:6][N:5]=[C:4]2[N:8]([S:12]([C:15]3[CH:20]=[CH:19][CH:18]=[CH:17][CH:16]=3)(=[O:14])=[O:13])[C:9]([CH3:11])=[CH:10][C:3]=12.C(=O)([O-])[O-].[Na+].[Na+].O1[CH2:32][CH2:31]OCC1. The catalyst is O.[Pd](Cl)Cl.C1(P([C-]2C=CC=C2)C2C=CC=CC=2)C=CC=CC=1.[C-]1(P(C2C=CC=CC=2)C2C=CC=CC=2)C=CC=C1.[Fe+2]. The product is [CH3:11][C:9]1[N:8]([S:12]([C:15]2[CH:20]=[CH:19][CH:18]=[CH:17][CH:16]=2)(=[O:14])=[O:13])[C:4]2=[N:5][CH:6]=[CH:7][C:2]([C:32]3[CH:31]=[CH:11][C:9]([NH2:8])=[CH:10][CH:3]=3)=[C:3]2[CH:10]=1. The yield is 0.850. (2) The reactants are [O:1]1[CH2:5][CH2:4][CH2:3][CH:2]1[CH2:6][CH2:7][OH:8].[H-].[Na+].Cl[C:12]1[CH:17]=[CH:16][C:15]([N+:18]([O-:20])=[O:19])=[CH:14][C:13]=1[O:21][CH3:22]. The catalyst is CS(C)=O. The product is [CH3:22][O:21][C:13]1[CH:14]=[C:15]([N+:18]([O-:20])=[O:19])[CH:16]=[CH:17][C:12]=1[O:8][CH2:7][CH2:6][CH:2]1[CH2:3][CH2:4][CH2:5][O:1]1. The yield is 0.730. (3) The reactants are [C:1]([C:3]1[CH:4]=[C:5]([CH:11]=[CH:12][C:13]=1OCC(C)C)[C:6]([O:8]CC)=[O:7])#[N:2].[OH-].[Na+]. The catalyst is C(O)C.C1COCC1. The product is [C:1]([C:3]1[CH:4]=[C:5]([CH:11]=[CH:12][C:13]=1[CH2:1][CH:3]([CH3:4])[CH3:13])[C:6]([OH:8])=[O:7])#[N:2]. The yield is 0.990. (4) The reactants are [Si]([O:8][CH2:9][CH2:10][CH2:11][C@@:12]1([C:35]2[CH:40]=[CH:39][C:38]([F:41])=[CH:37][CH:36]=2)[O:17][C:16](=[O:18])[N:15]([C@H:19]([C:21]2[CH:26]=[CH:25][C:24]([C:27]3[CH:32]=[CH:31][C:30](=[O:33])[N:29]([CH3:34])[CH:28]=3)=[CH:23][CH:22]=2)[CH3:20])[CH2:14][CH2:13]1)(C(C)(C)C)(C)C.CCCC[N+](CCCC)(CCCC)CCCC.[F-]. The catalyst is CC#N. The product is [F:41][C:38]1[CH:39]=[CH:40][C:35]([C@:12]2([CH2:11][CH2:10][CH2:9][OH:8])[O:17][C:16](=[O:18])[N:15]([C@H:19]([C:21]3[CH:26]=[CH:25][C:24]([C:27]4[CH:32]=[CH:31][C:30](=[O:33])[N:29]([CH3:34])[CH:28]=4)=[CH:23][CH:22]=3)[CH3:20])[CH2:14][CH2:13]2)=[CH:36][CH:37]=1. The yield is 0.0400.